Dataset: Reaction yield outcomes from USPTO patents with 853,638 reactions. Task: Predict the reaction yield, written as a fraction of the theoretical maximum amount of product (1.0 means a 100% yield; for example, 0.34 means a 34% yield). (1) The yield is 0.750. The catalyst is C1COCC1.O. The reactants are [C:1]1([CH2:7][NH:8][C@@H:9]([C:12]([OH:14])=[O:13])[CH2:10][OH:11])[CH:6]=[CH:5][CH:4]=[CH:3][CH:2]=1.C([O-])([O-])=O.[K+].[K+].Cl[CH2:22][C:23](Cl)=[O:24].[OH-].[Na+]. The product is [O:24]=[C:23]1[N:8]([CH2:7][C:1]2[CH:2]=[CH:3][CH:4]=[CH:5][CH:6]=2)[C@@H:9]([C:12]([OH:14])=[O:13])[CH2:10][O:11][CH2:22]1. (2) The reactants are Cl[C:2]1[C:7]([C:8]#[N:9])=[CH:6][CH:5]=[CH:4][N:3]=1.C([Sn](CCCC)(CCCC)[C:15]1[CH:20]=[CH:19][N:18]=[CH:17][CH:16]=1)CCC. No catalyst specified. The product is [N:3]1[CH:4]=[CH:5][CH:6]=[C:7]([C:8]#[N:9])[C:2]=1[C:15]1[CH:20]=[CH:19][N:18]=[CH:17][CH:16]=1. The yield is 0.390.